From a dataset of Reaction yield outcomes from USPTO patents with 853,638 reactions. Predict the reaction yield, written as a fraction of the theoretical maximum amount of product (1.0 means a 100% yield; for example, 0.34 means a 34% yield). (1) The reactants are [Cl:1][C:2]1[CH:3]=[CH:4][C:5]([NH2:8])=[N:6][CH:7]=1.[Br:9]Br.C(=O)(O)[O-].OS([O-])=O.[Na+]. The catalyst is C(Cl)(Cl)Cl. The product is [Br:9][C:4]1[C:5]([NH2:8])=[N:6][CH:7]=[C:2]([Cl:1])[CH:3]=1. The yield is 0.881. (2) The reactants are [OH:1][C@H:2]([CH3:6])[C:3]([NH2:5])=[O:4].[H-].[Na+].Cl[C:10]1[CH:11]=[CH:12][C:13]2[N:14]([C:16]([C:19]3[O:27][C:26]4[CH:25]=[CH:24][N:23]=[C:22]([O:28][CH3:29])[C:21]=4[CH:20]=3)=[CH:17][N:18]=2)[N:15]=1. The catalyst is CN(C=O)C. The product is [OH:1][C@H:2]([CH3:6])[C:3]([NH:5][C:10]1[CH:11]=[CH:12][C:13]2[N:14]([C:16]([C:19]3[O:27][C:26]4[CH:25]=[CH:24][N:23]=[C:22]([O:28][CH3:29])[C:21]=4[CH:20]=3)=[CH:17][N:18]=2)[N:15]=1)=[O:4]. The yield is 0.140. (3) The reactants are [I:1][C:2]1[CH:3]=[CH:4][C:5]([NH2:10])=[C:6]([CH:9]=1)[CH:7]=O.CCCCCCC=CCCC.[F:22][C:23]([F:32])([F:31])/[CH:24]=[CH:25]/[C:26]([O:28][CH2:29][CH3:30])=[O:27]. The catalyst is CN1CCCN(C)C1=O. The product is [I:1][C:2]1[CH:9]=[C:6]2[C:5](=[CH:4][CH:3]=1)[NH:10][CH:24]([C:23]([F:22])([F:32])[F:31])[C:25]([C:26]([O:28][CH2:29][CH3:30])=[O:27])=[CH:7]2. The yield is 0.500.